Dataset: Full USPTO retrosynthesis dataset with 1.9M reactions from patents (1976-2016). Task: Predict the reactants needed to synthesize the given product. Given the product [Cl:1][C:2]1[CH:7]=[CH:6][C:5]([Cl:8])=[CH:4][C:3]=1[CH2:9][N:10]1[C:15](=[O:16])[CH:14]=[CH:13][CH:12]=[C:11]1[C:17]([OH:19])=[O:18], predict the reactants needed to synthesize it. The reactants are: [Cl:1][C:2]1[CH:7]=[CH:6][C:5]([Cl:8])=[CH:4][C:3]=1[CH2:9][N:10]1[C:15](=[O:16])[CH:14]=[CH:13][CH:12]=[C:11]1[C:17]([O:19]C)=[O:18].[Li+].[OH-].O1CCCC1.O.